Dataset: NCI-60 drug combinations with 297,098 pairs across 59 cell lines. Task: Regression. Given two drug SMILES strings and cell line genomic features, predict the synergy score measuring deviation from expected non-interaction effect. (1) Drug 1: C1=CN(C=N1)CC(O)(P(=O)(O)O)P(=O)(O)O. Drug 2: C1CN(CCN1C(=O)CCBr)C(=O)CCBr. Cell line: NCI/ADR-RES. Synergy scores: CSS=12.9, Synergy_ZIP=-1.80, Synergy_Bliss=1.89, Synergy_Loewe=1.63, Synergy_HSA=0.590. (2) Drug 1: CC(C1=C(C=CC(=C1Cl)F)Cl)OC2=C(N=CC(=C2)C3=CN(N=C3)C4CCNCC4)N. Drug 2: C1=NC2=C(N1)C(=S)N=CN2. Cell line: LOX IMVI. Synergy scores: CSS=27.4, Synergy_ZIP=-5.03, Synergy_Bliss=-9.35, Synergy_Loewe=-10.1, Synergy_HSA=-7.89. (3) Drug 1: C1=C(C(=O)NC(=O)N1)F. Drug 2: CC1CCC2CC(C(=CC=CC=CC(CC(C(=O)C(C(C(=CC(C(=O)CC(OC(=O)C3CCCCN3C(=O)C(=O)C1(O2)O)C(C)CC4CCC(C(C4)OC)O)C)C)O)OC)C)C)C)OC. Cell line: SN12C. Synergy scores: CSS=29.2, Synergy_ZIP=-6.00, Synergy_Bliss=-6.42, Synergy_Loewe=-0.705, Synergy_HSA=0.508. (4) Drug 1: CNC(=O)C1=CC=CC=C1SC2=CC3=C(C=C2)C(=NN3)C=CC4=CC=CC=N4. Drug 2: CC1=CC=C(C=C1)C2=CC(=NN2C3=CC=C(C=C3)S(=O)(=O)N)C(F)(F)F. Cell line: CAKI-1. Synergy scores: CSS=-1.07, Synergy_ZIP=-2.76, Synergy_Bliss=-6.32, Synergy_Loewe=-10.9, Synergy_HSA=-6.54. (5) Drug 1: CC1C(C(CC(O1)OC2CC(CC3=C2C(=C4C(=C3O)C(=O)C5=C(C4=O)C(=CC=C5)OC)O)(C(=O)C)O)N)O.Cl. Drug 2: CC(C)CN1C=NC2=C1C3=CC=CC=C3N=C2N. Cell line: SK-MEL-5. Synergy scores: CSS=15.5, Synergy_ZIP=-3.21, Synergy_Bliss=1.57, Synergy_Loewe=-15.2, Synergy_HSA=-2.88. (6) Drug 1: C1CN(CCN1C(=O)CCBr)C(=O)CCBr. Drug 2: CC(C)NC(=O)C1=CC=C(C=C1)CNNC.Cl. Cell line: A498. Synergy scores: CSS=10.7, Synergy_ZIP=-3.81, Synergy_Bliss=-1.97, Synergy_Loewe=-2.00, Synergy_HSA=-1.92.